From a dataset of Full USPTO retrosynthesis dataset with 1.9M reactions from patents (1976-2016). Predict the reactants needed to synthesize the given product. (1) Given the product [CH3:15][O:16][C:17]1[CH:26]=[C:25]2[C:20]([N:21]=[CH:22][C:23]([S:27][CH2:28][CH2:29][N:30]3[CH2:31][CH2:32][CH:33]([N:36]([CH3:37])[C:12]([C:9]4[CH:10]=[CH:11][C:5]5[S:4][CH2:3][C:2](=[O:1])[NH:7][C:6]=5[CH:8]=4)=[O:14])[CH2:34][CH2:35]3)=[N:24]2)=[CH:19][CH:18]=1, predict the reactants needed to synthesize it. The reactants are: [O:1]=[C:2]1[NH:7][C:6]2[CH:8]=[C:9]([C:12]([OH:14])=O)[CH:10]=[CH:11][C:5]=2[S:4][CH2:3]1.[CH3:15][O:16][C:17]1[CH:26]=[C:25]2[C:20]([N:21]=[CH:22][C:23]([S:27][CH2:28][CH2:29][N:30]3[CH2:35][CH2:34][CH:33]([NH:36][CH3:37])[CH2:32][CH2:31]3)=[N:24]2)=[CH:19][CH:18]=1.F[P-](F)(F)(F)(F)F.N1(OC(N(C)C)=[N+](C)C)C2N=CC=CC=2N=N1.C(N(CC)CC)C. (2) Given the product [OH-:8].[NH4+:5].[N:22]1([C:2]2[N:7]=[CH:6][N:5]=[C:4]([O:8][CH:9]3[CH2:14][CH2:13][N:12]([C:15]([O:17][CH:18]([CH3:20])[CH3:19])=[O:16])[CH2:11][CH2:10]3)[C:3]=2[CH3:21])[C:29]2[N:25]([N:26]=[CH:27][CH:28]=2)[CH2:24][CH2:23]1, predict the reactants needed to synthesize it. The reactants are: Cl[C:2]1[N:7]=[CH:6][N:5]=[C:4]([O:8][CH:9]2[CH2:14][CH2:13][N:12]([C:15]([O:17][CH:18]([CH3:20])[CH3:19])=[O:16])[CH2:11][CH2:10]2)[C:3]=1[CH3:21].[NH:22]1[C:29]2[N:25]([N:26]=[CH:27][CH:28]=2)[CH2:24][CH2:23]1.C(=O)([O-])[O-].[Cs+].[Cs+]. (3) Given the product [F:28][C:11]1([C:8]2[CH:9]=[CH:10][C:5]([F:4])=[CH:6][CH:7]=2)[CH2:16][CH2:15][N:14]([C:17]([O:19][C:20]([CH3:23])([CH3:22])[CH3:21])=[O:18])[CH:13]([CH3:24])[CH2:12]1, predict the reactants needed to synthesize it. The reactants are: ClCCl.[F:4][C:5]1[CH:10]=[CH:9][C:8]([C:11]2(O)[CH2:16][CH2:15][N:14]([C:17]([O:19][C:20]([CH3:23])([CH3:22])[CH3:21])=[O:18])[CH:13]([CH3:24])[CH2:12]2)=[CH:7][CH:6]=1.NS(F)(F)[F:28].C(=O)([O-])[O-].[Na+].[Na+]. (4) Given the product [F:1][C:2]([F:15])([F:14])[S:3]([O:6][C:20]1[CH:21]=[C:22]([CH3:23])[C:17]([Br:16])=[C:18]([CH3:25])[CH:19]=1)(=[O:5])=[O:4], predict the reactants needed to synthesize it. The reactants are: [F:1][C:2]([F:15])([F:14])[S:3]([O:6]S(C(F)(F)F)(=O)=O)(=[O:5])=[O:4].[Br:16][C:17]1[C:22]([CH3:23])=[CH:21][C:20](O)=[CH:19][C:18]=1[CH3:25].C(OCC)(=O)C. (5) Given the product [CH:1]1([CH:4]([C:9]2[CH:14]=[CH:13][CH:12]=[C:11]([OH:15])[CH:10]=2)[CH2:5][C:6]([O:8][CH3:21])=[O:7])[CH2:3][CH2:2]1, predict the reactants needed to synthesize it. The reactants are: [CH:1]1([CH:4]([C:9]2[CH:14]=[CH:13][CH:12]=[C:11]([OH:15])[CH:10]=2)[CH2:5][C:6]([OH:8])=[O:7])[CH2:3][CH2:2]1.S(=O)(=O)(O)O.[C:21](=O)([O-])O.[Na+]. (6) Given the product [O:29]1[CH2:34][CH2:33][CH2:32][CH2:31][CH:30]1[O:1][CH2:2][C:3]1[C:11]2[O:10][N:9]=[C:8]([CH2:12][CH2:13][CH:14]3[CH2:15][CH2:16][N:17]([C:20]([O:22][C:23]([CH3:24])([CH3:26])[CH3:25])=[O:21])[CH2:18][CH2:19]3)[C:7]=2[CH:6]=[CH:5][C:4]=1[CH:27]=[CH2:28], predict the reactants needed to synthesize it. The reactants are: [OH:1][CH2:2][C:3]1[C:11]2[O:10][N:9]=[C:8]([CH2:12][CH2:13][CH:14]3[CH2:19][CH2:18][N:17]([C:20]([O:22][C:23]([CH3:26])([CH3:25])[CH3:24])=[O:21])[CH2:16][CH2:15]3)[C:7]=2[CH:6]=[CH:5][C:4]=1[CH:27]=[CH2:28].[O:29]1[CH:34]=[CH:33][CH2:32][CH2:31][CH2:30]1.C1(C)C=CC(S([O-])(=O)=O)=CC=1.[NH+]1C=CC=CC=1.[C@@]12(CS(O)(=O)=O)C(C)(C)C(CC1)CC2=O.C(=O)(O)[O-].[Na+]. (7) Given the product [F:1][C:2]1[CH:3]=[C:4]([CH:8]=[CH:9][C:10]=1[C:11]1[S:12][C:13]2[C:18]([N:19]=1)=[CH:17][CH:16]=[C:15]([C:20]1([C:23]3[CH:24]=[CH:25][CH:26]=[CH:27][CH:28]=3)[CH2:21][CH2:22]1)[N:14]=2)[C:5]([NH:36][CH2:35][CH2:34][C:33]([O:32][CH2:30][CH3:31])=[O:37])=[O:6], predict the reactants needed to synthesize it. The reactants are: [F:1][C:2]1[CH:3]=[C:4]([CH:8]=[CH:9][C:10]=1[C:11]1[S:12][C:13]2[C:18]([N:19]=1)=[CH:17][CH:16]=[C:15]([C:20]1([C:23]3[CH:28]=[CH:27][CH:26]=[CH:25][CH:24]=3)[CH2:22][CH2:21]1)[N:14]=2)[C:5](O)=[O:6].Cl.[CH2:30]([O:32][C:33](=[O:37])[CH2:34][CH2:35][NH2:36])[CH3:31].